Dataset: Catalyst prediction with 721,799 reactions and 888 catalyst types from USPTO. Task: Predict which catalyst facilitates the given reaction. (1) Reactant: [C:1]1([CH:7]2[CH2:12][CH2:11][N:10]([C:13]3[C:22]([N:23]4[CH2:28][CH2:27][CH:26]([C:29]5[CH:34]=[CH:33][CH:32]=[CH:31][CH:30]=5)[CH2:25][CH2:24]4)=[N:21][C:20]4[C:15](=[CH:16][CH:17]=[C:18]([C:35]([O:37]CC)=[O:36])[CH:19]=4)[N:14]=3)[CH2:9][CH2:8]2)[CH:6]=[CH:5][CH:4]=[CH:3][CH:2]=1.[OH-].[Na+]. Product: [C:1]1([CH:7]2[CH2:8][CH2:9][N:10]([C:13]3[C:22]([N:23]4[CH2:24][CH2:25][CH:26]([C:29]5[CH:34]=[CH:33][CH:32]=[CH:31][CH:30]=5)[CH2:27][CH2:28]4)=[N:21][C:20]4[C:15](=[CH:16][CH:17]=[C:18]([C:35]([OH:37])=[O:36])[CH:19]=4)[N:14]=3)[CH2:11][CH2:12]2)[CH:6]=[CH:5][CH:4]=[CH:3][CH:2]=1. The catalyst class is: 24. (2) Reactant: [CH3:1][O:2][C:3](=[O:25])[CH:4]([C:16]1[CH:21]=[CH:20][C:19](SC)=[C:18]([Cl:24])[CH:17]=1)[CH2:5][CH:6]1[CH2:10][CH2:9][C:8]2([O:15][CH2:14][CH2:13][CH2:12][O:11]2)[CH2:7]1.Cl[C:27]1C=C(C=CC=1)C(OO)=O.C(=O)(O)[O-].[Na+].[S:42](=[O:45])(O)[O-:43].[Na+]. Product: [CH3:1][O:2][C:3](=[O:25])[CH:4]([C:16]1[CH:21]=[CH:20][C:19]([S:42]([CH3:27])(=[O:45])=[O:43])=[C:18]([Cl:24])[CH:17]=1)[CH2:5][CH:6]1[CH2:10][CH2:9][C:8]2([O:11][CH2:12][CH2:13][CH2:14][O:15]2)[CH2:7]1. The catalyst class is: 34. (3) Reactant: [Cl:1][C:2]1[CH:10]=[C:9]2[C:5]([CH:6]=[C:7]([CH:11]=O)[NH:8]2)=[CH:4][CH:3]=1.[CH:13]1([CH2:16][NH2:17])[CH2:15][CH2:14]1.[O-]S([O-])(=O)=O.[Mg+2].C(N(CC)CC)C.[Cl:31][C:32]1[CH:37]=[CH:36][C:35]([CH2:38][C:39](Cl)=[O:40])=[CH:34][CH:33]=1. Product: [Cl:1][C:2]1[CH:10]=[C:9]2[C:5]([CH:6]=[C:7]([CH:11]3[N:17]([CH2:16][CH:13]4[CH2:15][CH2:14]4)[C:39](=[O:40])[CH:38]3[C:35]3[CH:36]=[CH:37][C:32]([Cl:31])=[CH:33][CH:34]=3)[NH:8]2)=[CH:4][CH:3]=1. The catalyst class is: 2. (4) Reactant: [C:1]1([C:7]2[N:11]=[C:10]([N:12]3[CH2:17][CH2:16][NH:15][CH2:14][CH2:13]3)[S:9][N:8]=2)[CH:6]=[CH:5][CH:4]=[CH:3][CH:2]=1.C(N(CC)CC)C.[CH3:25][S:26][C:27]1[CH:28]=[C:29]([N:33]=[C:34]=[O:35])[CH:30]=[CH:31][CH:32]=1. Product: [CH3:25][S:26][C:27]1[CH:28]=[C:29]([NH:33][C:34]([N:15]2[CH2:16][CH2:17][N:12]([C:10]3[S:9][N:8]=[C:7]([C:1]4[CH:2]=[CH:3][CH:4]=[CH:5][CH:6]=4)[N:11]=3)[CH2:13][CH2:14]2)=[O:35])[CH:30]=[CH:31][CH:32]=1. The catalyst class is: 7. (5) Reactant: Br[CH:2]([N+:39]([O-:41])=[O:40])[CH:3]([C:32]1[CH:37]=[CH:36][C:35]([F:38])=[CH:34][CH:33]=1)[CH:4]([C:26]1[N:30]([CH3:31])[N:29]=[CH:28][N:27]=1)[C:5]([C:7]1[C:16]([NH:17][C:18]([O:20][C:21]([CH3:24])([CH3:23])[CH3:22])=[O:19])=[CH:15][C:14]([F:25])=[CH:13][C:8]=1[C:9]([O:11][CH3:12])=[O:10])=[O:6].[H-].[Na+].O. Product: [F:25][C:14]1[CH:13]=[C:8]([C:9]([O:11][CH3:12])=[O:10])[C:7]2[C:5](=[O:6])[CH:4]([C:26]3[N:30]([CH3:31])[N:29]=[CH:28][N:27]=3)[CH:3]([C:32]3[CH:33]=[CH:34][C:35]([F:38])=[CH:36][CH:37]=3)[CH:2]([N+:39]([O-:41])=[O:40])[N:17]([C:18]([O:20][C:21]([CH3:22])([CH3:24])[CH3:23])=[O:19])[C:16]=2[CH:15]=1. The catalyst class is: 3. (6) Reactant: [NH:1](C(OC(C)(C)C)=O)[C@H:2]([C:6]([OH:8])=[O:7])[CH:3]([CH3:5])[CH3:4].C1(N=C=NC2CCCCC2)CCCCC1.C1(N=C=NC2CCCCC2)CCCCC1.N(C(OC(C)(C)C)=O)[C@H](C(O)=O)C(C)C.[CH:61]1[N:65]([CH2:66][O:67][CH2:68][CH2:69]O)[C:64]2[N:71]=[C:72]([NH2:76])[N:73]=[C:74]([OH:75])[C:63]=2[N:62]=1. Product: [CH3:5][CH:3]([C@H:2]([NH2:1])[C:6]([O:8][CH2:69][CH2:68][O:67][CH2:66][N:65]1[C:64]2[NH:71][C:72]([NH2:76])=[N:73][C:74](=[O:75])[C:63]=2[N:62]=[CH:61]1)=[O:7])[CH3:4]. The catalyst class is: 9. (7) Reactant: [CH2:1]([N:8]1[CH2:13][CH2:12][N:11]([S:14]([C:17]2[CH:26]=[CH:25][C:24]([O:27]CC[Si](C)(C)C)=[C:23]3[C:18]=2[CH:19]=[CH:20][CH:21]=[N:22]3)(=[O:16])=[O:15])[CH2:10][CH2:9]1)[C:2]1[CH:7]=[CH:6][CH:5]=[CH:4][CH:3]=1.[F-].[Cs+]. Product: [CH2:1]([N:8]1[CH2:9][CH2:10][N:11]([S:14]([C:17]2[CH:26]=[CH:25][C:24]([OH:27])=[C:23]3[C:18]=2[CH:19]=[CH:20][CH:21]=[N:22]3)(=[O:16])=[O:15])[CH2:12][CH2:13]1)[C:2]1[CH:7]=[CH:6][CH:5]=[CH:4][CH:3]=1. The catalyst class is: 31. (8) Reactant: [C:1]([O:5][C:6](=[O:27])[NH:7][C@H:8]([C:12]1[CH:13]=[N:14][CH:15]=[C:16]([C:18]2[N:22]([CH:23]([F:25])[F:24])[N:21]=[CH:20][C:19]=2[NH2:26])[CH:17]=1)[CH2:9][CH:10]=[CH2:11])([CH3:4])([CH3:3])[CH3:2].[CH3:28][C@H:29]([CH:33]=[CH2:34])[C:30](O)=[O:31].N1C=CC=CC=1.C(P1(=O)OP(CCC)(=O)OP(CCC)(=O)O1)CC. Product: [C:1]([O:5][C:6](=[O:27])[NH:7][C@H:8]([C:12]1[CH:13]=[N:14][CH:15]=[C:16]([C:18]2[N:22]([CH:23]([F:25])[F:24])[N:21]=[CH:20][C:19]=2[NH:26][C:30](=[O:31])[C@H:29]([CH3:28])[CH:33]=[CH2:34])[CH:17]=1)[CH2:9][CH:10]=[CH2:11])([CH3:2])([CH3:3])[CH3:4]. The catalyst class is: 25. (9) Reactant: [Br:1][C:2]1[C:3]([O:30][CH2:31][C:32]2[CH:37]=[CH:36][CH:35]=[C:34]([N+:38]([O-])=O)[CH:33]=2)=[C:4]([NH:25][S:26]([CH3:29])(=[O:28])=[O:27])[CH:5]=[C:6]([CH:8]2[C:17]3[C:16](=[O:18])[CH2:15][CH:14]([CH2:19][CH2:20][CH3:21])[CH2:13][C:12]=3[NH:11][C:10]([CH3:22])=[C:9]2[C:23]#[N:24])[CH:7]=1.[S-2].[Na+].[Na+]. Product: [NH2:38][C:34]1[CH:33]=[C:32]([CH:37]=[CH:36][CH:35]=1)[CH2:31][O:30][C:3]1[C:2]([Br:1])=[CH:7][C:6]([CH:8]2[C:17]3[C:16](=[O:18])[CH2:15][CH:14]([CH2:19][CH2:20][CH3:21])[CH2:13][C:12]=3[NH:11][C:10]([CH3:22])=[C:9]2[C:23]#[N:24])=[CH:5][C:4]=1[NH:25][S:26]([CH3:29])(=[O:28])=[O:27]. The catalyst class is: 815. (10) Reactant: [OH:1][CH2:2][CH2:3][C@@H:4]1[CH2:6][C@@H:5]1[CH:7]1[CH2:12][CH2:11][N:10](C(OCC2C=CC=CC=2)=O)[CH2:9][CH2:8]1.[H][H]. Product: [NH:10]1[CH2:11][CH2:12][CH:7]([C@H:5]2[CH2:6][C@H:4]2[CH2:3][CH2:2][OH:1])[CH2:8][CH2:9]1. The catalyst class is: 582.